Dataset: Full USPTO retrosynthesis dataset with 1.9M reactions from patents (1976-2016). Task: Predict the reactants needed to synthesize the given product. (1) The reactants are: [OH:1][C:2]1[C:7](=[O:8])[N:6]2[CH2:9][C:10](=[O:13])[N:11]([CH3:12])[C:5]2=[N:4][C:3]=1[C:14]([O:16]CC)=O.[Cl:19][C:20]1[CH:21]=[C:22]([CH:25]=[CH:26][C:27]=1[Cl:28])[CH2:23][NH2:24]. Given the product [Cl:19][C:20]1[CH:21]=[C:22]([CH:25]=[CH:26][C:27]=1[Cl:28])[CH2:23][NH:24][C:14]([C:3]1[N:4]=[C:5]2[N:11]([CH3:12])[C:10](=[O:13])[CH2:9][N:6]2[C:7](=[O:8])[C:2]=1[OH:1])=[O:16], predict the reactants needed to synthesize it. (2) Given the product [Br:21][C:22]1[CH:23]=[C:24]2[C:28](=[CH:29][CH:30]=1)[CH2:27][N:26]([C:1]([C:14]1[CH:19]=[CH:18][CH:17]=[CH:16][CH:15]=1)([C:8]1[CH:13]=[CH:12][CH:11]=[CH:10][CH:9]=1)[C:2]1[CH:7]=[CH:6][CH:5]=[CH:4][CH:3]=1)[CH2:25]2, predict the reactants needed to synthesize it. The reactants are: [C:1](Cl)([C:14]1[CH:19]=[CH:18][CH:17]=[CH:16][CH:15]=1)([C:8]1[CH:13]=[CH:12][CH:11]=[CH:10][CH:9]=1)[C:2]1[CH:7]=[CH:6][CH:5]=[CH:4][CH:3]=1.[Br:21][C:22]1[CH:23]=[C:24]2[C:28](=[CH:29][CH:30]=1)[CH2:27][NH:26][CH2:25]2.C(N(CC)CC)C. (3) Given the product [CH3:26][S:27]([O:25][C:4]1[CH:5]=[C:6]([C:8]2[CH:13]=[C:12]([O:14][CH2:15][C:16]3[CH:21]=[CH:20][CH:19]=[CH:18][N:17]=3)[N:11]=[C:10]3[CH2:22][CH2:23][CH2:24][C:9]=23)[CH:7]=[C:2]([F:1])[CH:3]=1)(=[O:29])=[O:28], predict the reactants needed to synthesize it. The reactants are: [F:1][C:2]1[CH:3]=[C:4]([OH:25])[CH:5]=[C:6]([C:8]2[CH:13]=[C:12]([O:14][CH2:15][C:16]3[CH:21]=[CH:20][CH:19]=[CH:18][N:17]=3)[N:11]=[C:10]3[CH2:22][CH2:23][CH2:24][C:9]=23)[CH:7]=1.[CH3:26][S:27](Cl)(=[O:29])=[O:28]. (4) Given the product [C:1]([O:5][C:6](=[O:26])[NH:7][C:8]1[C:17]2[C:12](=[CH:13][CH:14]=[CH:15][CH:16]=2)[C:11]([O:18][C:19]2[CH:24]=[CH:23][N:22]=[C:21]([NH:27][C:28]3[CH:44]=[C:43]([C:45]#[C:46][Si:47]([CH:51]([CH3:52])[CH3:53])([CH:48]([CH3:49])[CH3:50])[CH:54]([CH3:55])[CH3:56])[CH:42]=[C:30]([C:31](=[O:32])[NH:33][CH2:34][CH2:35][N:36]4[CH2:37][CH2:38][O:39][CH2:40][CH2:41]4)[CH:29]=3)[CH:20]=2)=[CH:10][CH:9]=1)([CH3:4])([CH3:3])[CH3:2], predict the reactants needed to synthesize it. The reactants are: [C:1]([O:5][C:6](=[O:26])[NH:7][C:8]1[C:17]2[C:12](=[CH:13][CH:14]=[CH:15][CH:16]=2)[C:11]([O:18][C:19]2[CH:24]=[CH:23][N:22]=[C:21](Cl)[CH:20]=2)=[CH:10][CH:9]=1)([CH3:4])([CH3:3])[CH3:2].[NH2:27][C:28]1[CH:29]=[C:30]([CH:42]=[C:43]([C:45]#[C:46][Si:47]([CH:54]([CH3:56])[CH3:55])([CH:51]([CH3:53])[CH3:52])[CH:48]([CH3:50])[CH3:49])[CH:44]=1)[C:31]([NH:33][CH2:34][CH2:35][N:36]1[CH2:41][CH2:40][O:39][CH2:38][CH2:37]1)=[O:32].C1C=CC(P(C2C(C3C(P(C4C=CC=CC=4)C4C=CC=CC=4)=CC=C4C=3C=CC=C4)=C3C(C=CC=C3)=CC=2)C2C=CC=CC=2)=CC=1.C([O-])([O-])=O.[Cs+].[Cs+].